Predict which catalyst facilitates the given reaction. From a dataset of Catalyst prediction with 721,799 reactions and 888 catalyst types from USPTO. (1) Reactant: [Si]([O:8][CH2:9][CH2:10][NH:11][C@H:12]1[C:20]2[C:15](=[C:16]([C:21]3[S:25][C:24]([C:26]4[CH:27]=[CH:28][C:29]([O:34][CH:35]([CH3:37])[CH3:36])=[C:30]([CH:33]=4)[C:31]#[N:32])=[N:23][N:22]=3)[CH:17]=[CH:18][CH:19]=2)[CH2:14][CH2:13]1)(C(C)(C)C)(C)C.Cl. Product: [OH:8][CH2:9][CH2:10][NH:11][C@H:12]1[C:20]2[C:15](=[C:16]([C:21]3[S:25][C:24]([C:26]4[CH:27]=[CH:28][C:29]([O:34][CH:35]([CH3:37])[CH3:36])=[C:30]([CH:33]=4)[C:31]#[N:32])=[N:23][N:22]=3)[CH:17]=[CH:18][CH:19]=2)[CH2:14][CH2:13]1. The catalyst class is: 12. (2) Reactant: [F:1][C:2]1[CH:7]=[CH:6][C:5]([C:8]2[S:12][C:11]([C:13]([OH:15])=O)=[CH:10][CH:9]=2)=[CH:4][CH:3]=1.[CH3:16][N:17]1[C:21]([C:22]2[CH:23]=[C:24]([CH:26]=[CH:27][CH:28]=2)[NH2:25])=[CH:20][N:19]=[C:18]1[CH3:29].Cl.C(N=C=NCCCN(C)C)C. Product: [CH3:29][C:18]1[N:17]([CH3:16])[C:21]([C:22]2[CH:23]=[C:24]([NH:25][C:13]([C:11]3[S:12][C:8]([C:5]4[CH:4]=[CH:3][C:2]([F:1])=[CH:7][CH:6]=4)=[CH:9][CH:10]=3)=[O:15])[CH:26]=[CH:27][CH:28]=2)=[CH:20][N:19]=1. The catalyst class is: 112. (3) Product: [CH3:18][C@@H:19]1[CH2:28][C:27]2[C:22](=[CH:23][CH:24]=[CH:25][CH:26]=2)[CH2:21][N:20]1[S:29]([C:32]1[CH:33]=[CH:34][C:35]([CH3:38])=[CH:36][CH:37]=1)(=[O:31])=[O:30]. The catalyst class is: 282. Reactant: [H-].[Al+3].[Li+].[H-].[H-].[H-].CC1C=CC(S(O[CH2:18][C@@H:19]2[CH2:28][C:27]3[C:22](=[CH:23][CH:24]=[CH:25][CH:26]=3)[CH2:21][N:20]2[S:29]([C:32]2[CH:37]=[CH:36][C:35]([CH3:38])=[CH:34][CH:33]=2)(=[O:31])=[O:30])(=O)=O)=CC=1.[OH-].[Na+]. (4) Reactant: [CH3:1][O:2][C:3]1[CH:11]=[CH:10][C:6]([C:7]([OH:9])=O)=[C:5]([CH3:12])[CH:4]=1.CN(C(ON1N=NC2C=CC=NC1=2)=[N+](C)C)C.F[P-](F)(F)(F)(F)F.C(N(C(C)C)C(C)C)C.[O:46]1[CH2:51][CH2:50][O:49][CH2:48][CH:47]1[C:52]1[C:60]2[S:59][C:58]([NH2:61])=[N:57][C:56]=2[C:55]([O:62][CH3:63])=[CH:54][CH:53]=1. Product: [O:46]1[CH2:51][CH2:50][O:49][CH2:48][CH:47]1[C:52]1[C:60]2[S:59][C:58]([NH:61][C:7](=[O:9])[C:6]3[CH:10]=[CH:11][C:3]([O:2][CH3:1])=[CH:4][C:5]=3[CH3:12])=[N:57][C:56]=2[C:55]([O:62][CH3:63])=[CH:54][CH:53]=1. The catalyst class is: 396. (5) Reactant: OS(O)(=O)=O.O=S(=O)=O.[N+:10]([O-:13])(O)=[O:11].[Cl:14][C:15]1[CH:20]=[CH:19][C:18]([Cl:21])=[CH:17][N+:16]=1[O-:22]. Product: [Cl:14][C:15]1[CH:20]=[C:19]([N+:10]([O-:13])=[O:11])[C:18]([Cl:21])=[CH:17][N+:16]=1[O-:22]. The catalyst class is: 82. (6) Reactant: [CH3:1][S:2]([N:5]1[CH2:10][CH2:9][CH:8]([C:11](OCC)=[O:12])[CH2:7][CH2:6]1)(=[O:4])=[O:3].[H-].[Al+3].[Li+].[H-].[H-].[H-]. Product: [CH3:1][S:2]([N:5]1[CH2:10][CH2:9][CH:8]([CH2:11][OH:12])[CH2:7][CH2:6]1)(=[O:4])=[O:3]. The catalyst class is: 1.